This data is from Reaction yield outcomes from USPTO patents with 853,638 reactions. The task is: Predict the reaction yield, written as a fraction of the theoretical maximum amount of product (1.0 means a 100% yield; for example, 0.34 means a 34% yield). (1) The reactants are C[O:2][C:3]1[C:7]([CH2:8][NH:9][C:10]([C:12]2[C:20]3[C:15](=[CH:16][CH:17]=[CH:18][CH:19]=3)[N:14]([CH:21]([CH:23]3[CH2:28][CH2:27][O:26][CH2:25][CH2:24]3)[CH3:22])[C:13]=2[CH3:29])=[O:11])=[C:6]([CH3:30])[N:5]([CH3:31])[N:4]=1.C(=O)(O)[O-].[Na+]. The catalyst is Cl. The product is [CH3:31][N:5]1[C:6]([CH3:30])=[C:7]([CH2:8][NH:9][C:10]([C:12]2[C:20]3[C:15](=[CH:16][CH:17]=[CH:18][CH:19]=3)[N:14]([CH:21]([CH:23]3[CH2:28][CH2:27][O:26][CH2:25][CH2:24]3)[CH3:22])[C:13]=2[CH3:29])=[O:11])[C:3](=[O:2])[NH:4]1. The yield is 0.0600. (2) The reactants are [C:1]([O:5][C:6](=[O:15])[CH2:7][C@H:8]([CH2:12][CH:13]=[CH2:14])[C:9]([OH:11])=O)([CH3:4])([CH3:3])[CH3:2].C(Cl)CCl.C1C=CC2N(O)N=[N:26]C=2C=1.N[C:31]1[CH:36]=[CH:35][CH:34]=[CH:33][C:32]=1[C@H:37]([OH:39])[CH3:38].CCN(C(C)C)C(C)C. The catalyst is CN(C=O)C.CN(C1C=CN=CC=1)C. The product is [OH:39][C@H:37]([C:32]1[CH:33]=[CH:34][CH:35]=[CH:36][CH:31]=1)[CH2:38][NH:26][C:9]([C@@H:8]([CH2:12][CH:13]=[CH2:14])[CH2:7][C:6]([O:5][C:1]([CH3:2])([CH3:3])[CH3:4])=[O:15])=[O:11]. The yield is 0.850. (3) The reactants are [C:1](/[C:3](=[C:7](/[N:9]1[CH2:14][CH2:13][N:12]([CH2:15][CH3:16])[CH2:11][CH2:10]1)\[CH3:8])/[C:4](=[S:6])[NH2:5])#[N:2].[CH3:17]OC(OC)N(C)C.[OH-].[Na+].Cl[CH2:28][C:29]([NH2:31])=[O:30]. The catalyst is C1(C)C=CC=CC=1.O.CN(C)C=O. The product is [NH2:2][C:1]1[C:3]2[C:4](=[N:5][CH:17]=[CH:8][C:7]=2[N:9]2[CH2:14][CH2:13][N:12]([CH2:15][CH3:16])[CH2:11][CH2:10]2)[S:6][C:28]=1[C:29]([NH2:31])=[O:30]. The yield is 0.320. (4) The reactants are [Cl:1][C:2]1[CH:7]=[CH:6][C:5]([CH:8]([C:11]2[CH:16]=[CH:15][C:14]([Cl:17])=[CH:13][CH:12]=2)[CH:9]=O)=[CH:4][CH:3]=1.[C:18]([N:25]1[CH2:30][CH2:29][NH:28][CH2:27][CH2:26]1)([O:20][C:21]([CH3:24])([CH3:23])[CH3:22])=[O:19].C([BH3-])#N.[Na+].O. The catalyst is CO. The product is [C:21]([O:20][C:18]([N:25]1[CH2:30][CH2:29][N:28]([CH2:9][CH:8]([C:11]2[CH:16]=[CH:15][C:14]([Cl:17])=[CH:13][CH:12]=2)[C:5]2[CH:6]=[CH:7][C:2]([Cl:1])=[CH:3][CH:4]=2)[CH2:27][CH2:26]1)=[O:19])([CH3:24])([CH3:22])[CH3:23]. The yield is 0.110. (5) The reactants are [Cl:1][C:2]1[CH:7]=[CH:6][C:5]([C:8]2[CH:9]=[N:10][C:11]([CH:14]3[CH2:19][CH2:18][NH:17][CH2:16][CH2:15]3)=[N:12][CH:13]=2)=[CH:4][CH:3]=1.[CH2:20]([C@@H:27]1[CH2:31][O:30][C:29](=[O:32])[N:28]1[C:33](=[O:43])[C@H:34]([CH2:38][S:39](Cl)(=[O:41])=[O:40])[CH:35]([CH3:37])[CH3:36])[C:21]1[CH:26]=[CH:25][CH:24]=[CH:23][CH:22]=1. No catalyst specified. The product is [CH2:20]([C@@H:27]1[CH2:31][O:30][C:29](=[O:32])[N:28]1[C:33](=[O:43])[C@H:34]([CH2:38][S:39]([N:17]1[CH2:18][CH2:19][CH:14]([C:11]2[N:12]=[CH:13][C:8]([C:5]3[CH:6]=[CH:7][C:2]([Cl:1])=[CH:3][CH:4]=3)=[CH:9][N:10]=2)[CH2:15][CH2:16]1)(=[O:41])=[O:40])[CH:35]([CH3:37])[CH3:36])[C:21]1[CH:26]=[CH:25][CH:24]=[CH:23][CH:22]=1. The yield is 1.00.